This data is from Full USPTO retrosynthesis dataset with 1.9M reactions from patents (1976-2016). The task is: Predict the reactants needed to synthesize the given product. (1) The reactants are: CC1N2C(=O)NN=C2C=CC=1[B:12]1[O:16]C(C)(C)C(C)(C)[O:13]1.Br[C:22]1[CH:23]=[C:24]([C:31]([NH:33][CH:34]2[CH2:37][O:36][CH2:35]2)=[O:32])[C:25]2[N:26]([CH:28]=[CH:29][N:30]=2)[CH:27]=1. Given the product [O:36]1[CH2:37][CH:34]([NH:33][C:31]([C:24]2[C:25]3[N:26]([CH:28]=[CH:29][N:30]=3)[CH:27]=[C:22]([B:12]([OH:16])[OH:13])[CH:23]=2)=[O:32])[CH2:35]1, predict the reactants needed to synthesize it. (2) The reactants are: [CH3:1][C:2]1[N:7]=[C:6]2[S:8][C:9]3[CH2:13][CH2:12][CH2:11][C:10]=3[C:5]2=[C:4]([C:14]2[CH:19]=[CH:18][C:17]([CH2:20][CH3:21])=[CH:16][CH:15]=2)[C:3]=1[CH2:22][C:23]([O:25][CH3:26])=[O:24].[Li+].C[Si]([N-][Si](C)(C)C)(C)C.[CH2:37]1[CH2:41]OC[CH2:38]1.ICCC. Given the product [CH3:1][C:2]1[N:7]=[C:6]2[S:8][C:9]3[CH2:13][CH2:12][CH2:11][C:10]=3[C:5]2=[C:4]([C:14]2[CH:19]=[CH:18][C:17]([CH2:20][CH3:21])=[CH:16][CH:15]=2)[C:3]=1[CH:22]([CH2:38][CH2:37][CH3:41])[C:23]([O:25][CH3:26])=[O:24], predict the reactants needed to synthesize it.